This data is from Forward reaction prediction with 1.9M reactions from USPTO patents (1976-2016). The task is: Predict the product of the given reaction. (1) Given the reactants [ClH:1].[O:2]=[C:3]1[C:11]2[C:6](=[CH:7][CH:8]=[CH:9][CH:10]=2)[C:5](=[O:12])[N:4]1[O:13][CH:14]1[CH2:19][CH2:18][N:17](C(OC(C)(C)C)=O)[CH2:16][CH2:15]1, predict the reaction product. The product is: [ClH:1].[NH:17]1[CH2:18][CH2:19][CH:14]([O:13][N:4]2[C:3](=[O:2])[C:11]3[C:6](=[CH:7][CH:8]=[CH:9][CH:10]=3)[C:5]2=[O:12])[CH2:15][CH2:16]1. (2) Given the reactants [CH2:1]([C:3]1[CH:4]=[C:5]([CH:8]=[O:9])[S:6][CH:7]=1)[CH3:2].[BH4-].[Na+].[Cl-].[NH4+], predict the reaction product. The product is: [CH2:1]([C:3]1[CH:4]=[C:5]([CH2:8][OH:9])[S:6][CH:7]=1)[CH3:2]. (3) The product is: [CH:11]1([C:8]2[S:9][CH:10]=[C:6]([CH2:5][C:4]([OH:17])=[O:3])[N:7]=2)[CH2:12][CH2:13][CH2:14][CH2:15][CH2:16]1. Given the reactants C([O:3][C:4](=[O:17])[CH2:5][C:6]1[N:7]=[C:8]([CH:11]2[CH2:16][CH2:15][CH2:14][CH2:13][CH2:12]2)[S:9][CH:10]=1)C.O[Li].O, predict the reaction product.